Dataset: Forward reaction prediction with 1.9M reactions from USPTO patents (1976-2016). Task: Predict the product of the given reaction. (1) Given the reactants Cl[C:2]1[C:3]([O:16][CH2:17][C:18]23[CH2:27][CH:22]4[CH2:23][CH:24]([CH2:26][CH:20]([C:21]4([F:29])[F:28])[CH2:19]2)[CH2:25]3)=[CH:4][C:5]([F:15])=[C:6]([CH:14]=1)[C:7]([O:9][C:10]([CH3:13])([CH3:12])[CH3:11])=[O:8].[CH:30]1(B(O)O)[CH2:32][CH2:31]1.P([O-])([O-])([O-])=O.[K+].[K+].[K+].F[B-](F)(F)F.C1(P(C2CCCCC2)C2CCCCC2)CCCCC1, predict the reaction product. The product is: [CH:30]1([C:2]2[C:3]([O:16][CH2:17][C:18]34[CH2:19][CH:20]5[CH2:26][CH:24]([CH2:23][CH:22]([C:21]5([F:28])[F:29])[CH2:27]3)[CH2:25]4)=[CH:4][C:5]([F:15])=[C:6]([CH:14]=2)[C:7]([O:9][C:10]([CH3:12])([CH3:11])[CH3:13])=[O:8])[CH2:32][CH2:31]1. (2) Given the reactants [CH3:1][O:2][Si:3]([O:10][CH3:11])([O:8][CH3:9])[CH2:4][CH2:5][CH2:6][NH2:7].[CH:12]([N:15]=[C:16]=[N:17][CH:18]([CH3:20])[CH3:19])([CH3:14])[CH3:13], predict the reaction product. The product is: [CH:18]([NH:17][C:16]([NH:7][CH2:6][CH2:5][CH2:4][Si:3]([O:8][CH3:9])([O:10][CH3:11])[O:2][CH3:1])=[N:15][CH:12]([CH3:14])[CH3:13])([CH3:20])[CH3:19]. (3) Given the reactants Cl[C:2]1[N:3]([C:13]2[CH:18]=[CH:17][CH:16]=[CH:15][CH:14]=2)[C:4]2[C:9]([C:10]=1[CH:11]=[O:12])=[CH:8][CH:7]=[CH:6][CH:5]=2.[NH:19]1[CH2:25][CH2:24][CH2:23][CH2:22][CH2:21][CH2:20]1, predict the reaction product. The product is: [N:19]1([C:2]2[N:3]([C:13]3[CH:18]=[CH:17][CH:16]=[CH:15][CH:14]=3)[C:4]3[C:9]([C:10]=2[CH:11]=[O:12])=[CH:8][CH:7]=[CH:6][CH:5]=3)[CH2:25][CH2:24][CH2:23][CH2:22][CH2:21][CH2:20]1. (4) Given the reactants [F:1][C:2]([F:12])([F:11])[C:3]1[CH:8]=[CH:7][C:6]([C:9]#[N:10])=[CH:5][CH:4]=1.C(N)(=[S:15])C.Cl.O, predict the reaction product. The product is: [F:1][C:2]([F:11])([F:12])[C:3]1[CH:4]=[CH:5][C:6]([C:9]([NH2:10])=[S:15])=[CH:7][CH:8]=1.